This data is from Full USPTO retrosynthesis dataset with 1.9M reactions from patents (1976-2016). The task is: Predict the reactants needed to synthesize the given product. (1) Given the product [OH:4][CH2:5][C:6]1[CH:7]=[C:8]([CH:18]=[C:19]([O:21][C@@H:22]([CH3:26])[CH2:23][O:24][CH3:25])[CH:20]=1)[C:9]([NH:11][C:12]1[S:13][C:14]([F:17])=[CH:15][N:16]=1)=[O:10], predict the reactants needed to synthesize it. The reactants are: C([O:4][CH2:5][C:6]1[CH:7]=[C:8]([CH:18]=[C:19]([O:21][C@@H:22]([CH3:26])[CH2:23][O:24][CH3:25])[CH:20]=1)[C:9]([NH:11][C:12]1[S:13][C:14]([F:17])=[CH:15][N:16]=1)=[O:10])(=O)C.[OH-].[Na+]. (2) The reactants are: C(OC(=O)[NH:7][C:8]1[CH:13]=[C:12]([Cl:14])[C:11]([CH3:15])=[CH:10][C:9]=1[NH:16][C:17](=[O:33])[CH2:18][C:19](=O)[C:20]1[CH:25]=[CH:24][CH:23]=[C:22]([C:26]2[CH:31]=[CH:30][N:29]=[CH:28][CH:27]=2)[CH:21]=1)(C)(C)C.C(O)(C(F)(F)F)=O. Given the product [Cl:14][C:12]1[C:11]([CH3:15])=[CH:10][C:9]2[NH:16][C:17](=[O:33])[CH2:18][C:19]([C:20]3[CH:25]=[CH:24][CH:23]=[C:22]([C:26]4[CH:31]=[CH:30][N:29]=[CH:28][CH:27]=4)[CH:21]=3)=[N:7][C:8]=2[CH:13]=1, predict the reactants needed to synthesize it. (3) Given the product [C:6]1([OH:7])([CH3:10])[CH2:8][CH2:9][CH:3]([C:2]([OH:12])([CH3:11])[CH3:1])[CH:4]=[CH:5]1, predict the reactants needed to synthesize it. The reactants are: [CH3:1][C:2]1([CH3:11])[CH:4]2[CH:5]3[O:7][C:6]3([CH3:10])[CH2:8][CH2:9][CH:3]12.[OH2:12].